Dataset: Forward reaction prediction with 1.9M reactions from USPTO patents (1976-2016). Task: Predict the product of the given reaction. (1) The product is: [O:1]1[CH2:6][CH2:5][N:4]([CH2:7][CH2:8][CH2:9][N:10]2[C:19]3[C:14](=[CH:15][C:16]([NH:20][C:27]([C:23]4[S:22][CH:26]=[CH:25][CH:24]=4)=[NH:28])=[CH:17][CH:18]=3)[CH2:13][CH2:12][CH2:11]2)[CH2:3][CH2:2]1. Given the reactants [O:1]1[CH2:6][CH2:5][N:4]([CH2:7][CH2:8][CH2:9][N:10]2[C:19]3[C:14](=[CH:15][C:16]([NH2:20])=[CH:17][CH:18]=3)[CH2:13][CH2:12][CH2:11]2)[CH2:3][CH2:2]1.I.[S:22]1[CH:26]=[CH:25][CH:24]=[C:23]1[C:27](SC)=[NH:28], predict the reaction product. (2) Given the reactants [CH3:1][O:2][C:3]1[CH:20]=[CH:19][C:6]2[N:7]=[C:8]([C:10]3[CH:15]=[CH:14][CH:13]=[C:12]([O:16][CH3:17])[C:11]=3Br)[S:9][C:5]=2[CH:4]=1.C(=O)([O-])[O-].[Cs+].[Cs+].C(B(CC)CC)C.C(=O)(O)[O-].[Na+], predict the reaction product. The product is: [CH3:1][O:2][C:3]1[CH:20]=[CH:19][C:6]2[N:7]=[C:8]([C:10]3[CH:15]=[CH:14][CH:13]=[C:12]([O:16][CH3:17])[CH:11]=3)[S:9][C:5]=2[CH:4]=1. (3) Given the reactants C[Mg]I.[Br:4][C:5]1[CH:6]=[C:7]2[C:11](=[CH:12][CH:13]=1)[NH:10][CH:9]=[CH:8]2.Br[C:15]1[S:16][CH:17]=[CH:18][N:19]=1.O, predict the reaction product. The product is: [Br:4][C:5]1[CH:6]=[C:7]2[C:11](=[CH:12][CH:13]=1)[NH:10][CH:9]=[C:8]2[C:15]1[S:16][CH:17]=[CH:18][N:19]=1.